The task is: Predict which catalyst facilitates the given reaction.. This data is from Catalyst prediction with 721,799 reactions and 888 catalyst types from USPTO. Product: [CH3:1][O:2][C:3]1[CH:4]=[C:5]([C:11]2[CH:20]=[C:19]3[C:14]([CH:15]=[CH:16][CH:17]=[N:18]3)=[C:13]([O:21][CH2:22][C@@H:23]3[N:24]([CH3:37])[C:25](=[O:36])[NH:26][CH2:27]3)[N:12]=2)[CH:6]=[CH:7][C:8]=1[O:9][CH3:10]. The catalyst class is: 55. Reactant: [CH3:1][O:2][C:3]1[CH:4]=[C:5]([C:11]2[CH:20]=[C:19]3[C:14]([CH:15]=[CH:16][CH:17]=[N:18]3)=[C:13]([O:21][CH2:22][C@H:23]3[CH2:27][N:26]([C@@H](C4C=CC=CC=4)C)[C:25](=[O:36])[N:24]3[CH3:37])[N:12]=2)[CH:6]=[CH:7][C:8]=1[O:9][CH3:10].